Dataset: Forward reaction prediction with 1.9M reactions from USPTO patents (1976-2016). Task: Predict the product of the given reaction. (1) Given the reactants [F:1][C:2]1[CH:3]=[C:4]2[C:8](=[CH:9][CH:10]=1)[NH:7][CH:6]=[C:5]2[CH2:11][CH:12]([OH:14])[CH3:13].[CH3:15][Si:16]([CH3:19])([CH3:18])Cl.C[Si](C)(C)N[Si](C)(C)C, predict the reaction product. The product is: [F:1][C:2]1[CH:3]=[C:4]2[C:8](=[CH:9][CH:10]=1)[NH:7][CH:6]=[C:5]2[CH2:11][CH:12]([O:14][Si:16]([CH3:19])([CH3:18])[CH3:15])[CH3:13]. (2) Given the reactants CO[C:3]1[C:11]([O:12][CH3:13])=[CH:10][CH:9]=[CH:8][C:4]=1[C:5]([OH:7])=[O:6].[CH2:14]([N-:16][CH2:17][CH3:18])[CH3:15].[Li+].O, predict the reaction product. The product is: [CH2:14]([N:16]([CH2:17][CH3:18])[C:3]1[C:11]([O:12][CH3:13])=[CH:10][CH:9]=[CH:8][C:4]=1[C:5]([OH:7])=[O:6])[CH3:15].